This data is from Peptide-MHC class I binding affinity with 185,985 pairs from IEDB/IMGT. The task is: Regression. Given a peptide amino acid sequence and an MHC pseudo amino acid sequence, predict their binding affinity value. This is MHC class I binding data. The peptide sequence is EIMDKEQLL. The MHC is HLA-A02:03 with pseudo-sequence HLA-A02:03. The binding affinity (normalized) is 0.440.